This data is from NCI-60 drug combinations with 297,098 pairs across 59 cell lines. The task is: Regression. Given two drug SMILES strings and cell line genomic features, predict the synergy score measuring deviation from expected non-interaction effect. (1) Drug 1: CN1C2=C(C=C(C=C2)N(CCCl)CCCl)N=C1CCCC(=O)O.Cl. Drug 2: C#CCC(CC1=CN=C2C(=N1)C(=NC(=N2)N)N)C3=CC=C(C=C3)C(=O)NC(CCC(=O)O)C(=O)O. Cell line: OVCAR-4. Synergy scores: CSS=-0.641, Synergy_ZIP=1.03, Synergy_Bliss=-0.230, Synergy_Loewe=-0.0875, Synergy_HSA=-1.58. (2) Drug 1: CC1OCC2C(O1)C(C(C(O2)OC3C4COC(=O)C4C(C5=CC6=C(C=C35)OCO6)C7=CC(=C(C(=C7)OC)O)OC)O)O. Drug 2: C1=NC2=C(N=C(N=C2N1C3C(C(C(O3)CO)O)O)F)N. Cell line: M14. Synergy scores: CSS=18.9, Synergy_ZIP=-6.25, Synergy_Bliss=0.472, Synergy_Loewe=-2.03, Synergy_HSA=0.371.